From a dataset of Reaction yield outcomes from USPTO patents with 853,638 reactions. Predict the reaction yield, written as a fraction of the theoretical maximum amount of product (1.0 means a 100% yield; for example, 0.34 means a 34% yield). (1) The reactants are [Br:1][C:2]1[CH:3]=[CH:4][C:5](F)=[C:6]([CH:9]=1)[C:7]#[N:8].[CH3:11][N:12]1[CH2:17][CH2:16][NH:15][CH2:14][CH2:13]1.C(N(CC)CC)C. The catalyst is C(O)CCC. The product is [Br:1][C:2]1[CH:3]=[CH:4][C:5]([N:15]2[CH2:16][CH2:17][N:12]([CH3:11])[CH2:13][CH2:14]2)=[C:6]([CH:9]=1)[C:7]#[N:8]. The yield is 0.920. (2) The reactants are I[C:2]1[C:7]([O:8][CH3:9])=[CH:6][C:5]([C@@H:10]([O:15][CH2:16][C:17]2[C:18]([NH2:32])=[N:19][C:20](=[O:31])[N:21]([CH:30]=2)[C@@H:22]2[O:29][C@H:26]([CH2:27][OH:28])[C@@H:24]([OH:25])[CH2:23]2)[C:11]([CH3:14])([CH3:13])[CH3:12])=[C:4]([N+:33]([O-:35])=[O:34])[CH:3]=1.[CH2:36]([N-:39][C:40](=[O:45])[C:41]([F:44])([F:43])[F:42])[C:37]#[CH:38].CCN(CC)CC. The catalyst is CN(C=O)C.[Pd].C1(P(C2C=CC=CC=2)C2C=CC=CC=2)C=CC=CC=1.C1(P(C2C=CC=CC=2)C2C=CC=CC=2)C=CC=CC=1.C1(P(C2C=CC=CC=2)C2C=CC=CC=2)C=CC=CC=1.C1(P(C2C=CC=CC=2)C2C=CC=CC=2)C=CC=CC=1.[Cu]I. The product is [CH3:9][O:8][C:7]1[C:2]([C:38]#[C:37][CH2:36][NH:39][C:40](=[O:45])[C:41]([F:44])([F:43])[F:42])=[CH:3][C:4]([N+:33]([O-:35])=[O:34])=[C:5]([C@@H:10]([O:15][CH2:16][C:17]2[C:18]([NH2:32])=[N:19][C:20](=[O:31])[N:21]([CH:30]=2)[C@@H:22]2[O:29][C@H:26]([CH2:27][OH:28])[C@@H:24]([OH:25])[CH2:23]2)[C:11]([CH3:13])([CH3:14])[CH3:12])[CH:6]=1. The yield is 0.910.